Dataset: Forward reaction prediction with 1.9M reactions from USPTO patents (1976-2016). Task: Predict the product of the given reaction. (1) Given the reactants C[O:2][C:3](=[O:36])[CH2:4][CH:5]([C:22]1[CH:27]=[CH:26][C:25]([O:28][CH:29]([F:31])[F:30])=[C:24]([O:32][CH:33]([F:35])[F:34])[CH:23]=1)[N:6]1[CH2:14][C:13]2[C:8](=[C:9]([NH:15][C:16]([CH:18]3[CH2:20][CH2:19]3)=[O:17])[CH:10]=[CH:11][CH:12]=2)[C:7]1=[O:21].[OH-].[Na+].Cl, predict the reaction product. The product is: [F:35][CH:33]([F:34])[O:32][C:24]1[CH:23]=[C:22]([CH:5]([N:6]2[CH2:14][C:13]3[C:8](=[C:9]([NH:15][C:16]([CH:18]4[CH2:20][CH2:19]4)=[O:17])[CH:10]=[CH:11][CH:12]=3)[C:7]2=[O:21])[CH2:4][C:3]([OH:36])=[O:2])[CH:27]=[CH:26][C:25]=1[O:28][CH:29]([F:31])[F:30]. (2) Given the reactants [NH:1]1[CH2:6][CH2:5][CH2:4][CH2:3][C@@H:2]1[C:7]([OH:9])=[O:8].[C:10](O[C:10]([O:12][C:13]([CH3:16])([CH3:15])[CH3:14])=[O:11])([O:12][C:13]([CH3:16])([CH3:15])[CH3:14])=[O:11].C(N(CC)CC)C, predict the reaction product. The product is: [C:13]([O:12][C:10]([N:1]1[CH2:6][CH2:5][CH2:4][CH2:3][C@@H:2]1[C:7]([OH:9])=[O:8])=[O:11])([CH3:16])([CH3:15])[CH3:14]. (3) Given the reactants Cl[C:2]1[N:7]=[C:6]([CH3:8])[CH:5]=[CH:4][N:3]=1.[F-].[K+].C1OCCOCCOCCOCCOCCOC1.[NH2:29][C@H:30]1[C:39]2[C:34](=[CH:35][CH:36]=[C:37]([O:40][CH:41]3[CH2:45][CH2:44][O:43][CH2:42]3)[CH:38]=2)[N:33]([C:46](=[O:48])[CH3:47])[C@@H:32]([CH3:49])[C@@H:31]1[CH3:50].CCN(C(C)C)C(C)C, predict the reaction product. The product is: [CH3:49][C@H:32]1[C@H:31]([CH3:50])[C@@H:30]([NH:29][C:2]2[N:7]=[C:6]([CH3:8])[CH:5]=[CH:4][N:3]=2)[C:39]2[C:34](=[CH:35][CH:36]=[C:37]([O:40][CH:41]3[CH2:45][CH2:44][O:43][CH2:42]3)[CH:38]=2)[N:33]1[C:46](=[O:48])[CH3:47]. (4) Given the reactants C(OC([NH:8][C:9]1[N:14]=[CH:13][C:12]([C:15]2[N:23]=[C:22]3[C:18]([N:19]=[CH:20][N:21]3[CH2:24][CH2:25][C:26](O)=[O:27])=[C:17]([N:29]3[CH2:34][CH2:33][O:32][CH2:31][CH2:30]3)[N:16]=2)=[CH:11][N:10]=1)=O)(C)(C)C.[NH:35]1[CH2:39][CH2:38][C@@H:37]([OH:40])[CH2:36]1, predict the reaction product. The product is: [NH2:8][C:9]1[N:10]=[CH:11][C:12]([C:15]2[N:23]=[C:22]3[C:18]([N:19]=[CH:20][N:21]3[CH2:24][CH2:25][C:26]([N:35]3[CH2:39][CH2:38][C@@H:37]([OH:40])[CH2:36]3)=[O:27])=[C:17]([N:29]3[CH2:34][CH2:33][O:32][CH2:31][CH2:30]3)[N:16]=2)=[CH:13][N:14]=1.